From a dataset of Catalyst prediction with 721,799 reactions and 888 catalyst types from USPTO. Predict which catalyst facilitates the given reaction. (1) Reactant: [CH3:1][N:2]1[C@@H:19]2[CH2:20][C:7]3=[CH:8][CH:9]=[C:10]([OH:21])[C:11]4[O:12][C@H:13]5[C:14]([CH2:16][CH2:17][C@@H:18]2[C@:5]5([C:6]=43)[CH2:4][CH2:3]1)=[O:15].[ClH:22].O. Product: [CH3:1][N:2]1[C@@H:19]2[CH2:20][C:7]3=[CH:8][CH:9]=[C:10]([OH:21])[C:11]4[O:12][C@H:13]5[C:14]([CH2:16][CH2:17][C@@H:18]2[C@:5]5([C:6]=43)[CH2:4][CH2:3]1)=[O:15].[ClH:22]. The catalyst class is: 24. (2) The catalyst class is: 5. Reactant: [F:1][C:2]1[CH:11]=[C:10]([NH:12][S:13]([C:16]2[CH:21]=[CH:20][CH:19]=[CH:18][N:17]=2)(=[O:15])=[O:14])[C:9]([F:22])=[CH:8][C:3]=1[C:4]([O:6]C)=[O:5].[OH-].[Li+].Cl. Product: [F:1][C:2]1[CH:11]=[C:10]([NH:12][S:13]([C:16]2[CH:21]=[CH:20][CH:19]=[CH:18][N:17]=2)(=[O:15])=[O:14])[C:9]([F:22])=[CH:8][C:3]=1[C:4]([OH:6])=[O:5]. (3) Reactant: [CH:1]1([CH:7]([NH:19][C:20]2[N:25]=[CH:24][C:23]([C:26]([N:28]([CH3:36])[CH2:29][CH2:30][C:31]([O:33]CC)=[O:32])=[O:27])=[CH:22][CH:21]=2)[C:8]2[O:9][C:10]3[CH:17]=[CH:16][C:15]([F:18])=[CH:14][C:11]=3[C:12]=2[CH3:13])[CH2:6][CH2:5][CH2:4][CH2:3][CH2:2]1.CCCCCC.CC(O)C.C(O)C.[OH-].[Li+]. Product: [CH:1]1([CH:7]([NH:19][C:20]2[N:25]=[CH:24][C:23]([C:26]([N:28]([CH3:36])[CH2:29][CH2:30][C:31]([OH:33])=[O:32])=[O:27])=[CH:22][CH:21]=2)[C:8]2[O:9][C:10]3[CH:17]=[CH:16][C:15]([F:18])=[CH:14][C:11]=3[C:12]=2[CH3:13])[CH2:6][CH2:5][CH2:4][CH2:3][CH2:2]1. The catalyst class is: 7. (4) Reactant: Cl.[Cl:2][C:3]1[CH:4]=[C:5]([NH:17][C:18]2[C:19]3[C:26]4[CH2:27][CH2:28][C:29]5([CH2:34][C:25]=4[S:24][C:20]=3[N:21]=[CH:22][N:23]=2)OCC[O:30]5)[CH:6]=[CH:7][C:8]=1[O:9][CH2:10][C:11]1[CH:16]=[CH:15][CH:14]=[CH:13][N:12]=1. Product: [ClH:2].[Cl:2][C:3]1[CH:4]=[C:5]([NH:17][C:18]2[C:19]3[C:26]4[CH2:27][CH2:28][C:29](=[O:30])[CH2:34][C:25]=4[S:24][C:20]=3[N:21]=[CH:22][N:23]=2)[CH:6]=[CH:7][C:8]=1[O:9][CH2:10][C:11]1[CH:16]=[CH:15][CH:14]=[CH:13][N:12]=1. The catalyst class is: 86. (5) Reactant: [CH3:1][C:2]1[N:6]([CH2:7][C:8]2[CH:13]=[CH:12][C:11]([N+:14]([O-])=O)=[CH:10][CH:9]=2)[CH:5]=[N:4][CH:3]=1. Product: [NH2:14][C:11]1[CH:12]=[CH:13][C:8]([CH2:7][N:6]2[C:2]([CH3:1])=[CH:3][N:4]=[CH:5]2)=[CH:9][CH:10]=1. The catalyst class is: 349. (6) Reactant: [NH2:1][C:2]1[CH:7]=[C:6]([Cl:8])[CH:5]=[CH:4][N:3]=1.Cl[C:10]1[S:11][C:12]([C:15]2[CH:16]=[N:17][CH:18]=[C:19]([CH:23]=2)[C:20]([OH:22])=[O:21])=[CH:13][N:14]=1.[H-].[Na+].FC(F)(F)C(O)=O. Product: [Cl:8][C:6]1[CH:5]=[CH:4][N:3]=[C:2]([NH:1][C:10]2[S:11][C:12]([C:15]3[CH:16]=[N:17][CH:18]=[C:19]([CH:23]=3)[C:20]([OH:22])=[O:21])=[CH:13][N:14]=2)[CH:7]=1. The catalyst class is: 18. (7) Reactant: [CH2:1]([O:3][C:4](=[O:25])[CH2:5][CH:6]1[O:10][B:9]([OH:11])[C:8]2[CH:12]=[C:13]([O:18]C3CCCCO3)[CH:14]=[C:15]([O:16][CH3:17])[C:7]1=2)[CH3:2].Cl. Product: [CH2:1]([O:3][C:4](=[O:25])[CH2:5][CH:6]1[O:10][B:9]([OH:11])[C:8]2[CH:12]=[C:13]([OH:18])[CH:14]=[C:15]([O:16][CH3:17])[C:7]1=2)[CH3:2]. The catalyst class is: 1. (8) Reactant: [CH3:1][O:2][C:3]1[CH:9]=[CH:8][C:6]([NH2:7])=[CH:5][CH:4]=1.C1C=CC([I+][C:17]2[C:22]([C:23]([O-:25])=[O:24])=[CH:21][CH:20]=[CH:19][CH:18]=2)=CC=1.[OH2:26].[OH-:27].[Na+].C(N(C(C)C)CC)(C)C.Cl.[CH:39]([OH:42])([CH3:41])C. Product: [C:41]([C:39]([N:7]([C:17]1[CH:18]=[CH:19][CH:20]=[CH:21][C:22]=1[C:23]([OH:25])=[O:24])[C:6]1[CH:8]=[CH:9][C:3]([O:2][CH3:1])=[CH:4][CH:5]=1)=[O:42])([OH:27])=[O:26]. The catalyst class is: 221. (9) Reactant: C[Si](C=[N+]=[N-])(C)C.[Br:8][C:9]1[CH:10]=[C:11]([CH2:18][C:19]([OH:21])=[O:20])[CH:12]=[C:13]([O:16][CH3:17])[C:14]=1[OH:15].[C:22](O)(=O)C. Product: [CH3:22][O:20][C:19](=[O:21])[CH2:18][C:11]1[CH:12]=[C:13]([O:16][CH3:17])[C:14]([OH:15])=[C:9]([Br:8])[CH:10]=1. The catalyst class is: 442.